Dataset: Forward reaction prediction with 1.9M reactions from USPTO patents (1976-2016). Task: Predict the product of the given reaction. Given the reactants [F:1][C:2]1[CH:7]=[CH:6][CH:5]=[CH:4][C:3]=1[NH:8][C:9]1[O:13][C:12]([C:14]([NH:16][CH:17]2[CH2:22][CH2:21][NH:20][CH2:19][CH2:18]2)=[O:15])=[N:11][N:10]=1.Cl[C:24]1[CH:33]=[CH:32][C:27]([C:28]([O:30][CH3:31])=[O:29])=[CH:26][N:25]=1, predict the reaction product. The product is: [F:1][C:2]1[CH:7]=[CH:6][CH:5]=[CH:4][C:3]=1[NH:8][C:9]1[O:13][C:12]([C:14]([NH:16][CH:17]2[CH2:18][CH2:19][N:20]([C:24]3[CH:33]=[CH:32][C:27]([C:28]([O:30][CH3:31])=[O:29])=[CH:26][N:25]=3)[CH2:21][CH2:22]2)=[O:15])=[N:11][N:10]=1.